This data is from Full USPTO retrosynthesis dataset with 1.9M reactions from patents (1976-2016). The task is: Predict the reactants needed to synthesize the given product. The reactants are: Cl.[CH3:2][O:3][C:4]([CH:6]1[NH:10][CH:9]([C:11]([O:13][CH3:14])=[O:12])[CH2:8][S:7]1)=[O:5].[C:15](Cl)(=[O:17])[CH3:16].C(N(CC)CC)C. Given the product [CH3:2][O:3][C:4]([CH:6]1[N:10]([C:15](=[O:17])[CH3:16])[CH:9]([C:11]([O:13][CH3:14])=[O:12])[CH2:8][S:7]1)=[O:5], predict the reactants needed to synthesize it.